From a dataset of Forward reaction prediction with 1.9M reactions from USPTO patents (1976-2016). Predict the product of the given reaction. Given the reactants [OH:1][C:2]1[C:9]([CH3:10])=[CH:8][C:5]([C:6]#[N:7])=[CH:4][C:3]=1[CH3:11].C([O-])([O-])=O.[K+].[K+].[CH2:18](Br)[CH:19]=[CH2:20], predict the reaction product. The product is: [CH2:20]([O:1][C:2]1[C:3]([CH3:11])=[CH:4][C:5]([C:6]#[N:7])=[CH:8][C:9]=1[CH3:10])[CH:19]=[CH2:18].